This data is from Full USPTO retrosynthesis dataset with 1.9M reactions from patents (1976-2016). The task is: Predict the reactants needed to synthesize the given product. (1) Given the product [C:1]([C:3]1[CH:8]=[CH:7][C:6]([CH:9]([CH3:13])[C:10]([NH:29][CH2:28][C:27]2[C:22]([C:18]3[CH:17]=[C:16]([CH3:34])[CH:21]=[CH:20][CH:19]=3)=[N:23][C:24]([C:30]([F:33])([F:31])[F:32])=[CH:25][CH:26]=2)=[O:12])=[CH:5][C:4]=1[O:14][CH3:15])#[N:2], predict the reactants needed to synthesize it. The reactants are: [C:1]([C:3]1[CH:8]=[CH:7][C:6]([CH:9]([CH3:13])[C:10]([OH:12])=O)=[CH:5][C:4]=1[O:14][CH3:15])#[N:2].[C:16]1([CH3:34])[CH:21]=[CH:20][CH:19]=[C:18]([C:22]2[C:27]([CH2:28][NH2:29])=[CH:26][CH:25]=[C:24]([C:30]([F:33])([F:32])[F:31])[N:23]=2)[CH:17]=1.CN(C)CCCN=C=NCC.ON1C2C=CC=CC=2N=N1.C(N(CC)CC)C. (2) The reactants are: [Cl-].[NH4+].Cl.C([N:6]=C=NCCCN(C)C)C.O.ON1C2C=CC=CC=2N=N1.C(N(C(C)C)CC)(C)C.[NH2:35][C:36]1[CH:44]=[CH:43][C:39]([C:40](O)=[O:41])=[C:38]([Cl:45])[CH:37]=1.C(=O)([O-])O.[Na+]. Given the product [NH2:35][C:36]1[CH:44]=[CH:43][C:39]([C:40]([NH2:6])=[O:41])=[C:38]([Cl:45])[CH:37]=1, predict the reactants needed to synthesize it. (3) Given the product [ClH:8].[CH3:10][O:6][C:5]([CH:3]1[CH2:4][NH:1][CH2:2]1)=[O:7], predict the reactants needed to synthesize it. The reactants are: [NH:1]1[CH2:4][CH:3]([C:5]([OH:7])=[O:6])[CH2:2]1.[Cl:8][Si](C)(C)[CH3:10]. (4) The reactants are: [CH2:1]([O:3][C:4](=[O:21])[CH:5]([CH2:17][CH2:18][CH2:19][CH3:20])[CH:6]([C:12]([O:14][CH2:15][CH3:16])=[O:13])[C:7]([O:9][CH2:10][CH3:11])=[O:8])[CH3:2].[H-].[Na+].[C:24]([O:28][C:29](=[O:39])[NH:30][C:31]1[CH:36]=[CH:35][C:34]([CH2:37]Br)=[CH:33][N:32]=1)([CH3:27])([CH3:26])[CH3:25].C(O)C. Given the product [CH2:10]([O:9][C:7](=[O:8])[C:6]([CH2:37][C:34]1[CH:33]=[N:32][C:31]([NH:30][C:29]([O:28][C:24]([CH3:27])([CH3:26])[CH3:25])=[O:39])=[CH:36][CH:35]=1)([C:12]([O:14][CH2:15][CH3:16])=[O:13])[CH:5]([CH2:17][CH2:18][CH2:19][CH3:20])[C:4]([O:3][CH2:1][CH3:2])=[O:21])[CH3:11], predict the reactants needed to synthesize it.